This data is from Reaction yield outcomes from USPTO patents with 853,638 reactions. The task is: Predict the reaction yield, written as a fraction of the theoretical maximum amount of product (1.0 means a 100% yield; for example, 0.34 means a 34% yield). (1) The reactants are [CH3:1][N:2]1[CH:7]=[C:6]([C:8]2[CH:9]=[C:10]([CH:16]=[CH:17][C:18]=2[O:19][C:20]2[CH:25]=[CH:24][CH:23]=[CH:22][CH:21]=2)[C:11]([O:13]CC)=[O:12])[C:5]2[CH:26]=[CH:27][NH:28][C:4]=2[C:3]1=[O:29].[OH-].[Na+].O.Cl. The catalyst is O1CCOCC1. The product is [CH3:1][N:2]1[CH:7]=[C:6]([C:8]2[CH:9]=[C:10]([CH:16]=[CH:17][C:18]=2[O:19][C:20]2[CH:25]=[CH:24][CH:23]=[CH:22][CH:21]=2)[C:11]([OH:13])=[O:12])[C:5]2[CH:26]=[CH:27][NH:28][C:4]=2[C:3]1=[O:29]. The yield is 0.980. (2) The reactants are [CH:1]1([C:4]([NH:6][C:7]2[N:8]=[C:9]3[CH:14]=[CH:13][C:12]([O:15][C:16]4[CH:17]=[C:18]([CH:23]=[CH:24][CH:25]=4)[C:19]([O:21]C)=[O:20])=[N:11][N:10]3[CH:26]=2)=[O:5])[CH2:3][CH2:2]1.[OH-].[Na+].Cl. The catalyst is O1CCCC1. The product is [CH:1]1([C:4]([NH:6][C:7]2[N:8]=[C:9]3[CH:14]=[CH:13][C:12]([O:15][C:16]4[CH:17]=[C:18]([CH:23]=[CH:24][CH:25]=4)[C:19]([OH:21])=[O:20])=[N:11][N:10]3[CH:26]=2)=[O:5])[CH2:3][CH2:2]1. The yield is 0.690.